From a dataset of Reaction yield outcomes from USPTO patents with 853,638 reactions. Predict the reaction yield, written as a fraction of the theoretical maximum amount of product (1.0 means a 100% yield; for example, 0.34 means a 34% yield). The reactants are [N+:1]([C:4]1[CH:12]=[CH:11][C:7]([C:8](Cl)=[O:9])=[CH:6][CH:5]=1)([O-:3])=[O:2].[Cl-].[Al+3].[Cl-].[Cl-].[F:17][C:18]1[CH:23]=[CH:22][CH:21]=[CH:20][CH:19]=1. The catalyst is [N+](CC)([O-])=O. The product is [F:17][C:18]1[CH:23]=[CH:22][C:21]([C:8]([C:7]2[CH:11]=[CH:12][C:4]([N+:1]([O-:3])=[O:2])=[CH:5][CH:6]=2)=[O:9])=[CH:20][CH:19]=1. The yield is 0.650.